This data is from TCR-epitope binding with 47,182 pairs between 192 epitopes and 23,139 TCRs. The task is: Binary Classification. Given a T-cell receptor sequence (or CDR3 region) and an epitope sequence, predict whether binding occurs between them. The epitope is LLLGIGILV. The TCR CDR3 sequence is CASTMGALGTGELFF. Result: 1 (the TCR binds to the epitope).